Dataset: Full USPTO retrosynthesis dataset with 1.9M reactions from patents (1976-2016). Task: Predict the reactants needed to synthesize the given product. (1) Given the product [CH3:3][O:4][C:5]1[CH:14]=[C:9]([CH:8]=[C:7]([C:15]([O:17][CH3:18])=[O:16])[CH:6]=1)[C:10]([OH:12])=[O:11], predict the reactants needed to synthesize it. The reactants are: [OH-].[Na+].[CH3:3][O:4][C:5]1[CH:6]=[C:7]([C:15]([O:17][CH3:18])=[O:16])[CH:8]=[C:9]([CH:14]=1)[C:10]([O:12]C)=[O:11]. (2) Given the product [O:9]1[CH2:10][CH2:11][O:12][CH:8]1[C:6]1[C:5]([O:13][CH3:14])=[CH:4][C:3]([O:15][CH3:16])=[C:2]([B:52]2[O:53][C:54]([CH3:56])([CH3:55])[C:50]([CH3:57])([CH3:49])[O:51]2)[CH:7]=1, predict the reactants needed to synthesize it. The reactants are: Br[C:2]1[C:3]([O:15][CH3:16])=[CH:4][C:5]([O:13][CH3:14])=[C:6]([CH:8]2[O:12][CH2:11][CH2:10][O:9]2)[CH:7]=1.CCN(CC)CC.C1(P(C2CCCCC2)C2C=CC=CC=2C2C=CC=CC=2)CCCCC1.[CH3:49][C:50]1([CH3:57])[C:54]([CH3:56])([CH3:55])[O:53][BH:52][O:51]1.[NH4+].[Cl-]. (3) Given the product [NH2:18][C:19]1[C:27]([Cl:28])=[CH:26][C:22]([C:23]([NH:16][CH2:15][C@@H:11]2[CH2:10][N:9]([CH2:8][CH2:7][CH2:6][CH2:5][C:4]([O:3][C@@H:1]3[CH:38]4[CH2:39][CH2:40][N:41]([CH2:43][CH2:44]4)[CH2:2]3)=[O:17])[CH2:14][CH2:13][O:12]2)=[O:25])=[C:21]([O:29][CH2:30][CH3:31])[CH:20]=1.[CH2:1]([O:3][C:4](=[O:17])[CH2:5][CH2:6][CH2:7][CH2:8][N:9]1[CH2:14][CH2:13][O:12][C@H:11]([CH2:15][NH:16][C:23](=[O:24])[C:22]2[CH:26]=[C:27]([Cl:28])[C:19]([NH2:18])=[CH:20][C:21]=2[O:29][CH2:30][CH3:31])[CH2:10]1)[CH3:2], predict the reactants needed to synthesize it. The reactants are: [CH2:1]([O:3][C:4](=[O:17])[CH2:5][CH2:6][CH2:7][CH2:8][N:9]1[CH2:14][CH2:13][O:12][C@H:11]([CH2:15][NH2:16])[CH2:10]1)[CH3:2].[NH2:18][C:19]1[C:27]([Cl:28])=[CH:26][C:22]([C:23]([OH:25])=[O:24])=[C:21]([O:29][CH2:30][CH3:31])[CH:20]=1.Cl.C(N=C=N[CH2:38][CH2:39][CH2:40][N:41]([CH3:43])C)C.[C:44](=O)(O)[O-].[Na+]. (4) Given the product [Cl:1][C:2]1[CH:3]=[N:4][C:5]2[C:10]([CH:11]=1)=[CH:9][C:8]([CH2:12][C:13]1[CH:14]=[C:15]([CH:20]=[CH:21][N:22]=1)[C:16]([OH:18])=[O:17])=[CH:7][C:6]=2[C:23]#[N:24], predict the reactants needed to synthesize it. The reactants are: [Cl:1][C:2]1[CH:3]=[N:4][C:5]2[C:10]([CH:11]=1)=[CH:9][C:8]([CH2:12][C:13]1[CH:14]=[C:15]([CH:20]=[CH:21][N:22]=1)[C:16]([O:18]C)=[O:17])=[CH:7][C:6]=2[C:23]#[N:24].[OH-].[Na+].Cl.